Dataset: Full USPTO retrosynthesis dataset with 1.9M reactions from patents (1976-2016). Task: Predict the reactants needed to synthesize the given product. Given the product [CH3:30][S:29][C:24]1[C:23]([C:21]2[O:20][N:19]=[C:18]([CH2:17][N:7]3[C:8]4[C:4](=[C:3]([C:2]([F:14])([F:1])[F:15])[C:11]([C:12]#[N:13])=[CH:10][CH:9]=4)[CH:5]=[CH:6]3)[N:22]=2)=[CH:28][CH:27]=[CH:26][N:25]=1, predict the reactants needed to synthesize it. The reactants are: [F:1][C:2]([F:15])([F:14])[C:3]1[C:11]([C:12]#[N:13])=[CH:10][CH:9]=[C:8]2[C:4]=1[CH:5]=[CH:6][NH:7]2.Cl[CH2:17][C:18]1[N:22]=[C:21]([C:23]2[C:24]([S:29][CH3:30])=[N:25][CH:26]=[CH:27][CH:28]=2)[O:20][N:19]=1.